Predict which catalyst facilitates the given reaction. From a dataset of Catalyst prediction with 721,799 reactions and 888 catalyst types from USPTO. Reactant: Br[C:2]1[CH:3]=[CH:4][C:5]2[C:9]3[CH:10]=[CH:11][CH:12]=[CH:13][C:8]=3[O:7][C:6]=2[CH:14]=1.[NH3:15]. Product: [CH:4]1[C:5]2[C:9]3[CH:10]=[CH:11][CH:12]=[CH:13][C:8]=3[O:7][C:6]=2[CH:14]=[C:2]([NH2:15])[CH:3]=1. The catalyst class is: 1.